Task: Predict the reaction yield, written as a fraction of the theoretical maximum amount of product (1.0 means a 100% yield; for example, 0.34 means a 34% yield).. Dataset: Reaction yield outcomes from USPTO patents with 853,638 reactions (1) The reactants are [Cl:1][C:2]1[CH:3]=[C:4]([CH:7]=[CH:8][C:9]=1[OH:10])[CH:5]=[O:6].[CH:11]1[CH:16]=[CH:15][C:14]([CH2:17]Br)=[CH:13][CH:12]=1.C([O-])([O-])=O.[K+].[K+].O. The catalyst is CC#N. The product is [CH2:17]([O:10][C:9]1[CH:8]=[CH:7][C:4]([CH:5]=[O:6])=[CH:3][C:2]=1[Cl:1])[C:14]1[CH:15]=[CH:16][CH:11]=[CH:12][CH:13]=1. The yield is 0.950. (2) The reactants are [CH3:1][O:2][C:3]1[CH:12]=[CH:11][C:10]2[NH:9][C:8](=[O:13])[C:7]3[S:14][CH:15]=[CH:16][C:6]=3[C:5]=2[C:4]=1[C:17]1[CH:22]=[CH:21][C:20]([CH2:23][CH:24]([NH:26][C:27](=[O:33])[O:28][C:29]([CH3:32])([CH3:31])[CH3:30])[CH3:25])=[CH:19][CH:18]=1.C1C(=O)N([Cl:41])C(=O)C1. No catalyst specified. The product is [Cl:41][C:11]1[C:10]2[NH:9][C:8](=[O:13])[C:7]3[S:14][CH:15]=[CH:16][C:6]=3[C:5]=2[C:4]([C:17]2[CH:22]=[CH:21][C:20]([CH2:23][CH:24]([NH:26][C:27](=[O:33])[O:28][C:29]([CH3:32])([CH3:31])[CH3:30])[CH3:25])=[CH:19][CH:18]=2)=[C:3]([O:2][CH3:1])[CH:12]=1. The yield is 0.260. (3) The reactants are [Br:1][C:2]1[CH:3]=[C:4]([O:20][C:21]2[CH:26]=[CH:25][CH:24]=[CH:23][CH:22]=2)[C:5]([NH:8][C:9]2[S:10][CH:11]=[C:12]([CH2:14][CH2:15][C:16]([NH:18][NH2:19])=[O:17])[N:13]=2)=[N:6][CH:7]=1.C1N=CN([C:32](N2C=NC=C2)=[O:33])C=1. The catalyst is C1COCC1. The product is [Br:1][C:2]1[CH:3]=[C:4]([O:20][C:21]2[CH:26]=[CH:25][CH:24]=[CH:23][CH:22]=2)[C:5]([NH:8][C:9]2[S:10][CH:11]=[C:12]([CH2:14][CH2:15][C:16]3[O:17][C:32]([OH:33])=[N:19][N:18]=3)[N:13]=2)=[N:6][CH:7]=1. The yield is 0.283. (4) The catalyst is C(Cl)Cl.CN(C1C=CN=CC=1)C. The product is [C:7]([O:11][C:12]([N:4]1[CH2:5][CH2:6][CH:2]([OH:1])[CH2:3]1)=[O:13])([CH3:10])([CH3:9])[CH3:8]. The yield is 0.990. The reactants are [OH:1][CH:2]1[CH2:6][CH2:5][NH:4][CH2:3]1.[C:7]([O:11][C:12](O[C:12]([O:11][C:7]([CH3:10])([CH3:9])[CH3:8])=[O:13])=[O:13])([CH3:10])([CH3:9])[CH3:8]. (5) The yield is 0.533. The catalyst is O1CCOCC1.CCOC(C)=O.C1C=CC(P(C2C=CC=CC=2)[C-]2C=CC=C2)=CC=1.C1C=CC(P(C2C=CC=CC=2)[C-]2C=CC=C2)=CC=1.Cl[Pd]Cl.[Fe+2].C(Cl)Cl. The product is [C:23]1([CH2:22][C:21]([N:17]2[C:18]3[C:14](=[CH:13][C:12]([C:9]4[C:4]5[C:5]([NH2:8])=[N:6][CH:7]=[C:2]([C:40]6[CH:41]=[N:37][NH:38][CH:39]=6)[C:3]=5[S:11][CH:10]=4)=[CH:20][CH:19]=3)[CH2:15][CH2:16]2)=[O:29])[CH:24]=[CH:25][CH:26]=[CH:27][CH:28]=1. The reactants are I[C:2]1[C:3]2[S:11][CH:10]=[C:9]([C:12]3[CH:13]=[C:14]4[C:18](=[CH:19][CH:20]=3)[N:17]([C:21](=[O:29])[CH2:22][C:23]3[CH:28]=[CH:27][CH:26]=[CH:25][CH:24]=3)[CH2:16][CH2:15]4)[C:4]=2[C:5]([NH2:8])=[N:6][CH:7]=1.C([N:37]1[CH:41]=[C:40](B2OC(C)(C)C(C)(C)O2)[CH:39]=[N:38]1)(OC(C)(C)C)=O.C(=O)(O)[O-].[Na+].CO.